Dataset: Reaction yield outcomes from USPTO patents with 853,638 reactions. Task: Predict the reaction yield, written as a fraction of the theoretical maximum amount of product (1.0 means a 100% yield; for example, 0.34 means a 34% yield). The product is [CH3:1][C:2]([CH3:43])([CH3:44])[C:3]#[C:4][C:5]1[S:9][C:8]([C:10]([OH:12])=[O:11])=[C:7]([N:13]([C:34]([CH:36]2[CH2:37][CH2:38][CH:39]([CH3:42])[CH2:40][CH2:41]2)=[O:35])[CH:14]2[CH2:15][CH2:16][CH:17]([O:20][C:21]3[NH:26][C:25](=[O:27])[CH:24]=[CH:23][N:22]=3)[CH2:18][CH2:19]2)[CH:6]=1. The reactants are [CH3:1][C:2]([CH3:44])([CH3:43])[C:3]#[C:4][C:5]1[S:9][C:8]([C:10]([OH:12])=[O:11])=[C:7]([N:13]([C:34]([CH:36]2[CH2:41][CH2:40][CH:39]([CH3:42])[CH2:38][CH2:37]2)=[O:35])[CH:14]2[CH2:19][CH2:18][CH:17]([O:20][C:21]3[N:26]=[C:25]([O:27]CC[Si](C)(C)C)[CH:24]=[CH:23][N:22]=3)[CH2:16][CH2:15]2)[CH:6]=1.[F-].C([N+](CCCC)(CCCC)CCCC)CCC. The catalyst is C1COCC1. The yield is 0.580.